This data is from Forward reaction prediction with 1.9M reactions from USPTO patents (1976-2016). The task is: Predict the product of the given reaction. (1) Given the reactants [F:1][C:2]([F:24])([F:23])[C:3]1[CH:22]=[CH:21][C:6]([CH2:7][C@H:8]2[CH2:12][CH2:11][C:10](=[O:13])[N:9]2[C:14]([O:16][C:17]([CH3:20])([CH3:19])[CH3:18])=[O:15])=[CH:5][CH:4]=1.CC(C)=[O:27], predict the reaction product. The product is: [C:17]([O:16][C:14]([NH:9][C@@H:8]([CH2:7][C:6]1[CH:5]=[CH:4][C:3]([C:2]([F:24])([F:23])[F:1])=[CH:22][CH:21]=1)[CH2:12][CH2:11][C:10]([OH:13])=[O:27])=[O:15])([CH3:20])([CH3:19])[CH3:18]. (2) Given the reactants [S:1]1[C:5]2[CH:6]=[CH:7][CH:8]=[CH:9][C:4]=2[C:3]([N:10]2[CH2:15][CH2:14][N:13]([CH2:16][CH2:17][C:18]3[CH:19]=[C:20]4[C:24](=[CH:25][C:26]=3[Cl:27])[NH:23][C:22](=[O:28])[CH2:21]4)[CH2:12][CH2:11]2)=[N:2]1.C(C(C)=O)C(C)C.Cl, predict the reaction product. The product is: [ClH:27].[S:1]1[C:5]2[CH:6]=[CH:7][CH:8]=[CH:9][C:4]=2[C:3]([N:10]2[CH2:11][CH2:12][N:13]([CH2:16][CH2:17][C:18]3[CH:19]=[C:20]4[C:24](=[CH:25][C:26]=3[Cl:27])[NH:23][C:22](=[O:28])[CH2:21]4)[CH2:14][CH2:15]2)=[N:2]1. (3) Given the reactants [Br:1]Br.[C:3]([C:7]1[CH:12]=[CH:11][CH:10]=[CH:9][C:8]=1[OH:13])([CH3:6])([CH3:5])[CH3:4], predict the reaction product. The product is: [Br:1][C:11]1[CH:10]=[CH:9][C:8]([OH:13])=[C:7]([C:3]([CH3:6])([CH3:4])[CH3:5])[CH:12]=1. (4) Given the reactants [CH3:1][O:2][CH2:3][CH:4]1[CH2:9][N:8](C(OC(C)(C)C)=O)[CH2:7][CH2:6][N:5]1C(OC(C)(C)C)=O.[F:24][C:25]([F:30])([F:29])[C:26]([OH:28])=[O:27], predict the reaction product. The product is: [F:24][C:25]([F:30])([F:29])[C:26]([OH:28])=[O:27].[CH3:1][O:2][CH2:3][CH:4]1[CH2:9][NH:8][CH2:7][CH2:6][NH:5]1. (5) Given the reactants [CH2:1]([N:5]([CH2:52][CH:53]([CH3:55])[CH3:54])[C:6]1[CH:11]=[CH:10][C:9]([C:12]2[CH:17]=[CH:16][CH:15]=[CH:14][C:13]=2[C:18]2[N:19]=[N:20][N:21](C(C3C=CC=CC=3)(C3C=CC=CC=3)C3C=CC=CC=3)[N:22]=2)=[CH:8][C:7]=1[NH:42][C:43]([NH:45][C:46]1[N:51]=[CH:50][CH:49]=[CH:48][N:47]=1)=[O:44])[CH:2]([CH3:4])[CH3:3].C(O)(C(F)(F)F)=O, predict the reaction product. The product is: [CH2:1]([N:5]([CH2:52][CH:53]([CH3:55])[CH3:54])[C:6]1[CH:11]=[CH:10][C:9]([C:12]2[CH:17]=[CH:16][CH:15]=[CH:14][C:13]=2[C:18]2[NH:22][N:21]=[N:20][N:19]=2)=[CH:8][C:7]=1[NH:42][C:43]([NH:45][C:46]1[N:51]=[CH:50][CH:49]=[CH:48][N:47]=1)=[O:44])[CH:2]([CH3:4])[CH3:3]. (6) The product is: [I:19][C:2]1[O:1][C:5]([C:6]([O:8][CH2:34][CH3:30])=[O:7])=[CH:4][N:3]=1. Given the reactants [O:1]1[C:5]([C:6]([O-:8])=[O:7])=[CH:4][N:3]=[CH:2]1.[Li+].C[Si]([N-][Si](C)(C)C)(C)C.[I:19]C(I)C.[O-]S([O-])(=S)=O.[Na+].[Na+].[CH2:30]1[CH2:34]OCC1, predict the reaction product. (7) Given the reactants [CH2:1]([O:8][C:9]1[CH:14]=[CH:13][C:12]([CH2:15][C:16]([OH:18])=O)=[CH:11][CH:10]=1)[C:2]1[CH:7]=[CH:6][CH:5]=[CH:4][CH:3]=1.CN(C(ON1N=NC2C=CC=NC1=2)=[N+](C)C)C.F[P-](F)(F)(F)(F)F.CN1CCOCC1.[C:50]([O:54][C:55](=[O:76])[NH:56][C@H:57]([CH2:63][NH:64][C:65]([C:67]1[C:72]([NH2:73])=[N:71][C:70]([NH2:74])=[C:69]([Cl:75])[N:68]=1)=[O:66])[CH2:58][CH2:59][CH2:60][CH2:61][NH2:62])([CH3:53])([CH3:52])[CH3:51], predict the reaction product. The product is: [C:50]([O:54][C:55](=[O:76])[NH:56][C@H:57]([CH2:63][NH:64][C:65]([C:67]1[C:72]([NH2:73])=[N:71][C:70]([NH2:74])=[C:69]([Cl:75])[N:68]=1)=[O:66])[CH2:58][CH2:59][CH2:60][CH2:61][NH:62][C:16](=[O:18])[CH2:15][C:12]1[CH:11]=[CH:10][C:9]([O:8][CH2:1][C:2]2[CH:3]=[CH:4][CH:5]=[CH:6][CH:7]=2)=[CH:14][CH:13]=1)([CH3:53])([CH3:51])[CH3:52]. (8) Given the reactants [O:1]1[CH2:6][CH2:5][N:4]([C:7]2[CH:12]=[CH:11][C:10]([C:13]3[NH:36][C:16]4=[N:17][CH:18]=[CH:19][C:20]([C:21]5[CH:22]=[CH:23][C:24]([O:29][CH:30]6[CH2:35][CH2:34][NH:33][CH2:32][CH2:31]6)=[C:25]([CH:28]=5)[C:26]#[N:27])=[C:15]4[N:14]=3)=[CH:9][CH:8]=2)[CH2:3][CH2:2]1.[OH:37][CH2:38][C:39](O)=[O:40].CN(C(ON1N=NC2C=CC=NC1=2)=[N+](C)C)C.F[P-](F)(F)(F)(F)F.CCN(C(C)C)C(C)C, predict the reaction product. The product is: [OH:40][CH2:39][C:38]([N:33]1[CH2:34][CH2:35][CH:30]([O:29][C:24]2[CH:23]=[CH:22][C:21]([C:20]3[CH:19]=[CH:18][N:17]=[C:16]4[NH:36][C:13]([C:10]5[CH:9]=[CH:8][C:7]([N:4]6[CH2:5][CH2:6][O:1][CH2:2][CH2:3]6)=[CH:12][CH:11]=5)=[N:14][C:15]=34)=[CH:28][C:25]=2[C:26]#[N:27])[CH2:31][CH2:32]1)=[O:37].